Dataset: Forward reaction prediction with 1.9M reactions from USPTO patents (1976-2016). Task: Predict the product of the given reaction. (1) The product is: [N:54]([CH2:27][C:10]1[N:9]([C:3]2[CH:4]=[CH:5][C:6]([F:8])=[CH:7][C:2]=2[F:1])[C:18]2[C:13]([C:12](=[O:26])[CH:11]=1)=[CH:14][CH:15]=[C:16]([C:19]1[C:20]([CH3:25])=[N:21][O:22][C:23]=1[CH3:24])[N:17]=2)=[N+:55]=[N-:56]. Given the reactants [F:1][C:2]1[CH:7]=[C:6]([F:8])[CH:5]=[CH:4][C:3]=1[N:9]1[C:18]2[C:13](=[CH:14][CH:15]=[C:16]([C:19]3[C:20]([CH3:25])=[N:21][O:22][C:23]=3[CH3:24])[N:17]=2)[C:12](=[O:26])[CH:11]=[C:10]1[CH2:27]O.C1CCN2C(=NCCC2)CC1.C1C=CC(P([N:54]=[N+:55]=[N-:56])(C2C=CC=CC=2)=O)=CC=1, predict the reaction product. (2) Given the reactants [C:1]([O:5][C:6]([N:8]1[CH2:13][CH2:12][N:11]([C:14]2[CH:19]=[CH:18][CH:17]=[C:16]([C:20](=O)[NH:21][C:22]3[CH:27]=[CH:26][CH:25]=[CH:24][C:23]=3[NH2:28])[CH:15]=2)[CH2:10][CH2:9]1)=[O:7])([CH3:4])([CH3:3])[CH3:2], predict the reaction product. The product is: [C:1]([O:5][C:6]([N:8]1[CH2:13][CH2:12][N:11]([C:14]2[CH:19]=[CH:18][CH:17]=[C:16]([C:20]3[NH:28][C:23]4[CH:24]=[CH:25][CH:26]=[CH:27][C:22]=4[N:21]=3)[CH:15]=2)[CH2:10][CH2:9]1)=[O:7])([CH3:4])([CH3:3])[CH3:2]. (3) Given the reactants [F:1][C:2]([F:29])([F:28])[C:3]1[CH:27]=[CH:26][C:6]([O:7][C:8]2[CH:13]=[CH:12][C:11]([C:14]3[C:19]4=[N:20][S:21](=[O:25])(=[O:24])[CH2:22][CH2:23][N:18]4[CH:17]=[CH:16][CH:15]=3)=[CH:10][CH:9]=2)=[CH:5][CH:4]=1, predict the reaction product. The product is: [F:29][C:2]([F:1])([F:28])[C:3]1[CH:27]=[CH:26][C:6]([O:7][C:8]2[CH:9]=[CH:10][C:11]([CH:14]3[C:19]4=[N:20][S:21](=[O:24])(=[O:25])[CH2:22][CH2:23][N:18]4[CH2:17][CH2:16][CH2:15]3)=[CH:12][CH:13]=2)=[CH:5][CH:4]=1. (4) Given the reactants [F:1][C:2]1[CH:7]=[C:6]([N+:8]([O-])=O)[CH:5]=[CH:4][C:3]=1[O:11][CH:12]1[CH2:17][CH2:16][N:15]([CH2:18][CH2:19][S:20]([CH3:23])(=[O:22])=[O:21])[CH2:14][CH2:13]1.[BH4-].[Na+], predict the reaction product. The product is: [F:1][C:2]1[CH:7]=[C:6]([NH2:8])[CH:5]=[CH:4][C:3]=1[O:11][CH:12]1[CH2:17][CH2:16][N:15]([CH2:18][CH2:19][S:20]([CH3:23])(=[O:22])=[O:21])[CH2:14][CH2:13]1.[F:1][C:2]1[CH:7]=[C:6]([NH2:8])[CH:5]=[CH:4][C:3]=1[O:11][CH:12]1[CH2:17][CH2:16][N:15]([CH2:18][CH2:19][S:20]([CH3:23])(=[O:22])=[O:21])[CH2:14][CH2:13]1. (5) Given the reactants [CH:1]1[C:6]([NH2:7])=[CH:5][CH:4]=[C:3]([OH:8])[CH:2]=1.[CH3:9][S:10](Cl)(=[O:12])=[O:11].O.Cl, predict the reaction product. The product is: [CH3:9][S:10]([NH:7][C:6]1[CH:5]=[CH:4][C:3]([OH:8])=[CH:2][CH:1]=1)(=[O:12])=[O:11]. (6) Given the reactants [Li].[CH2:2]([N:9]1[CH2:14][CH2:13][O:12][CH2:11][C:10]1=[O:15])[C:3]1[CH:8]=[CH:7][CH:6]=[CH:5][CH:4]=1.[Cl:16][C:17]1[CH:24]=[CH:23][C:20]([CH:21]=[O:22])=[CH:19][CH:18]=1, predict the reaction product. The product is: [Cl:16][C:17]1[CH:24]=[CH:23][C:20]([C@H:21]([OH:22])[C@H:11]2[O:12][CH2:13][CH2:14][N:9]([CH2:2][C:3]3[CH:4]=[CH:5][CH:6]=[CH:7][CH:8]=3)[C:10]2=[O:15])=[CH:19][CH:18]=1.[Cl:16][C:17]1[CH:24]=[CH:23][C:20]([C@@H:21]([OH:22])[C@@H:11]2[O:12][CH2:13][CH2:14][N:9]([CH2:2][C:3]3[CH:4]=[CH:5][CH:6]=[CH:7][CH:8]=3)[C:10]2=[O:15])=[CH:19][CH:18]=1.